This data is from Peptide-MHC class II binding affinity with 134,281 pairs from IEDB. The task is: Regression. Given a peptide amino acid sequence and an MHC pseudo amino acid sequence, predict their binding affinity value. This is MHC class II binding data. (1) The binding affinity (normalized) is 0.805. The peptide sequence is GMFTEPTKSSVLNDA. The MHC is DRB1_0101 with pseudo-sequence DRB1_0101. (2) The peptide sequence is EGHLRFLKNIILPVY. The MHC is DRB1_0405 with pseudo-sequence DRB1_0405. The binding affinity (normalized) is 0.746. (3) The peptide sequence is WITQCFLPVFLAQPP. The MHC is HLA-DQA10102-DQB10602 with pseudo-sequence HLA-DQA10102-DQB10602. The binding affinity (normalized) is 0.634. (4) The peptide sequence is QLVMKANNSVIMNGA. The MHC is HLA-DQA10401-DQB10402 with pseudo-sequence HLA-DQA10401-DQB10402. The binding affinity (normalized) is 0.269. (5) The peptide sequence is APTGMFVAAAKYMVI. The MHC is DRB1_0405 with pseudo-sequence DRB1_0405. The binding affinity (normalized) is 0.562. (6) The peptide sequence is FVNPVEAFQFYFELL. The MHC is DRB1_0101 with pseudo-sequence DRB1_0101. The binding affinity (normalized) is 0.277. (7) The peptide sequence is AAFTSSSKAATAKAP. The MHC is HLA-DQA10301-DQB10302 with pseudo-sequence HLA-DQA10301-DQB10302. The binding affinity (normalized) is 0.223. (8) The peptide sequence is KGSNPNYLALLVKYVNGDGD. The MHC is HLA-DQA10501-DQB10201 with pseudo-sequence HLA-DQA10501-DQB10201. The binding affinity (normalized) is 0.289.